Dataset: Acute oral toxicity (LD50) regression data from Zhu et al.. Task: Regression/Classification. Given a drug SMILES string, predict its toxicity properties. Task type varies by dataset: regression for continuous values (e.g., LD50, hERG inhibition percentage) or binary classification for toxic/non-toxic outcomes (e.g., AMES mutagenicity, cardiotoxicity, hepatotoxicity). Dataset: ld50_zhu. (1) The compound is COP(C)(=S)SCSc1ccc(Cl)cc1. The rat oral LD50 is 3.98, given as -log10 of the dose in mol/kg body weight (higher means more acutely toxic). (2) The drug is CCC(C)n1c(=O)[nH]c(C)c(Br)c1=O. The rat oral LD50 is 2.61, given as -log10 of the dose in mol/kg body weight (higher means more acutely toxic). (3) The compound is CCC(C)(C)C1CCC(=O)CC1. The rat oral LD50 is 1.55, given as -log10 of the dose in mol/kg body weight (higher means more acutely toxic). (4) The compound is CCOC1CCC=CO1. The rat oral LD50 is 1.32, given as -log10 of the dose in mol/kg body weight (higher means more acutely toxic). (5) The drug is COP(=S)(OC)SCc1nc(N)nc(N)n1. The rat oral LD50 is 2.50, given as -log10 of the dose in mol/kg body weight (higher means more acutely toxic). (6) The compound is O=C(O)CCCCCC(=O)O. The rat oral LD50 is 1.36, given as -log10 of the dose in mol/kg body weight (higher means more acutely toxic). (7) The compound is C=CC1OCC(C)O1. The rat oral LD50 is 2.11, given as -log10 of the dose in mol/kg body weight (higher means more acutely toxic).